From a dataset of Full USPTO retrosynthesis dataset with 1.9M reactions from patents (1976-2016). Predict the reactants needed to synthesize the given product. The reactants are: F[C:2]1[CH:3]=[C:4]([CH3:12])[C:5]([N+:9]([O-:11])=[O:10])=[C:6]([CH3:8])[CH:7]=1.[N:13]1([C:19]([O:21][C:22]([CH3:25])([CH3:24])[CH3:23])=[O:20])[CH2:18][CH2:17][NH:16][CH2:15][CH2:14]1.C(=O)([O-])[O-].[K+].[K+].O. Given the product [CH3:8][C:6]1[CH:7]=[C:2]([N:16]2[CH2:15][CH2:14][N:13]([C:19]([O:21][C:22]([CH3:25])([CH3:24])[CH3:23])=[O:20])[CH2:18][CH2:17]2)[CH:3]=[C:4]([CH3:12])[C:5]=1[N+:9]([O-:11])=[O:10], predict the reactants needed to synthesize it.